This data is from Full USPTO retrosynthesis dataset with 1.9M reactions from patents (1976-2016). The task is: Predict the reactants needed to synthesize the given product. (1) Given the product [CH2:1]([O:8][CH2:9][CH:31]1[CH:30]=[CH:29][N:28]([C:40](=[O:45])[C:41]([CH3:44])([CH3:43])[CH3:42])[CH:33]=[C:32]1[CH:34]1[CH2:39][CH2:38][CH2:37][N:35]1[CH3:36])[C:2]1[CH:3]=[CH:4][CH:5]=[CH:6][CH:7]=1, predict the reactants needed to synthesize it. The reactants are: [CH2:1]([O:8][CH2:9][Sn](CCCC)(CCCC)CCCC)[C:2]1[CH:7]=[CH:6][CH:5]=[CH:4][CH:3]=1.C([Li])CCC.[N:28]1[CH:33]=[C:32]([CH:34]2[CH2:39][CH2:38][CH2:37][N:35]2[CH3:36])[CH:31]=[CH:30][CH:29]=1.[C:40](Cl)(=[O:45])[C:41]([CH3:44])([CH3:43])[CH3:42].C(=O)=O.[NH4+].[Cl-]. (2) Given the product [C:15]([O:19][C:20]([N:13]1[CH2:12][CH2:11][NH:10][C@H:9]([CH3:8])[CH2:14]1)=[O:21])([CH3:18])([CH3:17])[CH3:16], predict the reactants needed to synthesize it. The reactants are: C(N(CC)CC)C.[CH3:8][C@@H:9]1[CH2:14][NH:13][CH2:12][CH2:11][NH:10]1.[C:15]([O:19][C:20](O[C:20]([O:19][C:15]([CH3:18])([CH3:17])[CH3:16])=[O:21])=[O:21])([CH3:18])([CH3:17])[CH3:16]. (3) Given the product [CH3:1][O:2][C:3](=[O:15])[C:4]1[C:5](=[C:10]([O:14][CH2:22][C:21]2[S:20][C:19]3[CH:24]=[CH:25][CH:26]=[CH:27][C:18]=3[C:17]=2[Cl:16])[CH:11]=[CH:12][CH:13]=1)[C:6]([O:8][CH3:9])=[O:7], predict the reactants needed to synthesize it. The reactants are: [CH3:1][O:2][C:3](=[O:15])[C:4]1[C:5](=[C:10]([OH:14])[CH:11]=[CH:12][CH:13]=1)[C:6]([O:8][CH3:9])=[O:7].[Cl:16][C:17]1[C:18]2[CH:27]=[CH:26][CH:25]=[CH:24][C:19]=2[S:20][C:21]=1[CH2:22]O.C1(P(C2C=CC=CC=2)C2C=CC=CC=2)C=CC=CC=1.N(C(OC(C)C)=O)=NC(OC(C)C)=O. (4) Given the product [ClH:1].[Cl:1][C:2]1[CH:3]=[CH:4][C:5]([C:6]([N:8]2[CH2:12][CH2:11][C@@H:10]([NH:13][C:14]3[CH:19]=[CH:18][C:17](/[CH:20]=[CH:21]/[C:22]([NH:24][OH:25])=[O:23])=[CH:16][CH:15]=3)[CH2:9]2)=[O:7])=[CH:32][CH:33]=1, predict the reactants needed to synthesize it. The reactants are: [Cl:1][C:2]1[CH:33]=[CH:32][C:5]([C:6]([N:8]2[CH2:12][CH2:11][C@@H:10]([NH:13][C:14]3[CH:19]=[CH:18][C:17](/[CH:20]=[CH:21]/[C:22]([NH:24][O:25]C4CCCCO4)=[O:23])=[CH:16][CH:15]=3)[CH2:9]2)=[O:7])=[CH:4][CH:3]=1.CO.Cl.CC#N. (5) Given the product [C:11]([O:3][C:2](=[CH2:4])[C:1]([O:6][CH2:7][CH2:8][CH2:9][CH3:10])=[O:5])(=[O:13])[CH3:12], predict the reactants needed to synthesize it. The reactants are: [C:1]([O:6][CH2:7][CH2:8][CH2:9][CH3:10])(=[O:5])[C:2]([CH3:4])=[O:3].[C:11](OC(=O)C)(=[O:13])[CH3:12].